This data is from Catalyst prediction with 721,799 reactions and 888 catalyst types from USPTO. The task is: Predict which catalyst facilitates the given reaction. Reactant: [Cl:1][C:2]1[CH:33]=[CH:32][C:5]([CH2:6][O:7][C:8]2[CH:13]=[CH:12][N:11]([C:14]3[CH:15]=[CH:16][C:17]4[N:21]=[C:20]([CH:22]5[CH2:24][CH:23]5[C:25](OC)=[O:26])[N:19]([CH3:29])[C:18]=4[CH:30]=3)[C:10](=[O:31])[CH:9]=2)=[CH:4][CH:3]=1.[BH4-].[Na+].[Cl-].[Cl-].[Ca+2].Cl. Product: [Cl:1][C:2]1[CH:33]=[CH:32][C:5]([CH2:6][O:7][C:8]2[CH:13]=[CH:12][N:11]([C:14]3[CH:15]=[CH:16][C:17]4[N:21]=[C:20]([CH:22]5[CH2:24][CH:23]5[CH2:25][OH:26])[N:19]([CH3:29])[C:18]=4[CH:30]=3)[C:10](=[O:31])[CH:9]=2)=[CH:4][CH:3]=1. The catalyst class is: 36.